Task: Predict the reactants needed to synthesize the given product.. Dataset: Full USPTO retrosynthesis dataset with 1.9M reactions from patents (1976-2016) (1) Given the product [C:37]([O:28][C@H:20]1[CH2:21][C:22]2[C:27](=[CH:26][CH:25]=[CH:24][CH:23]=2)[C@H:19]1[NH:18][C:17]1[C:12]2[N:13]([C:9]([C:3]3[CH:4]=[CH:5][C:6]([Cl:8])=[CH:7][C:2]=3[Cl:1])=[C:10]([CH3:30])[CH:11]=2)[N:14]=[C:15]([CH3:29])[CH:16]=1)(=[O:39])[CH3:38], predict the reactants needed to synthesize it. The reactants are: [Cl:1][C:2]1[CH:7]=[C:6]([Cl:8])[CH:5]=[CH:4][C:3]=1[C:9]1[N:13]2[N:14]=[C:15]([CH3:29])[CH:16]=[C:17]([NH:18][C@@H:19]3[C:27]4[C:22](=[CH:23][CH:24]=[CH:25][CH:26]=4)[CH2:21][C@@H:20]3[OH:28])[C:12]2=[CH:11][C:10]=1[CH3:30].N1C=CC=CC=1.[C:37](Cl)(=[O:39])[CH3:38]. (2) Given the product [CH3:1][O:2][C:3](=[O:39])[N:4]([CH2:5][C:6]1[CH:11]=[C:10]([C:12]([F:15])([F:14])[F:13])[CH:9]=[CH:8][C:7]=1[C:16]1[CH:21]=[C:20]([CH:22]([CH3:24])[CH3:23])[CH:19]=[CH:18][C:17]=1[O:25][CH3:26])[CH2:27][C:28]1[CH:33]=[C:32]([C:34]([F:37])([F:36])[F:35])[CH:31]=[C:30]([NH:38][S:41]([CH3:40])(=[O:43])=[O:42])[CH:29]=1, predict the reactants needed to synthesize it. The reactants are: [CH3:1][O:2][C:3](=[O:39])[N:4]([CH2:27][C:28]1[CH:33]=[C:32]([C:34]([F:37])([F:36])[F:35])[CH:31]=[C:30]([NH2:38])[CH:29]=1)[CH2:5][C:6]1[CH:11]=[C:10]([C:12]([F:15])([F:14])[F:13])[CH:9]=[CH:8][C:7]=1[C:16]1[CH:21]=[C:20]([CH:22]([CH3:24])[CH3:23])[CH:19]=[CH:18][C:17]=1[O:25][CH3:26].[CH3:40][S:41](Cl)(=[O:43])=[O:42].C(N(CC)C(C)C)(C)C.O. (3) Given the product [F:1][C:2]1[CH:9]=[C:8]([C:10]2[CH:15]=[CH:14][N:13]=[C:12]3[NH:16][C:17]([C:19]4[CH:20]=[N:21][N:22]([CH2:24][CH2:25][N:26]5[CH2:31][CH2:30][O:29][CH2:28][CH2:27]5)[CH:23]=4)=[N:18][C:11]=23)[CH:7]=[CH:6][C:3]=1[CH2:4][NH:5][C:41]([C:38]1[N:37]=[C:36]([C:32]([CH3:35])([CH3:34])[CH3:33])[O:40][N:39]=1)=[O:42], predict the reactants needed to synthesize it. The reactants are: [F:1][C:2]1[CH:9]=[C:8]([C:10]2[CH:15]=[CH:14][N:13]=[C:12]3[NH:16][C:17]([C:19]4[CH:20]=[N:21][N:22]([CH2:24][CH2:25][N:26]5[CH2:31][CH2:30][O:29][CH2:28][CH2:27]5)[CH:23]=4)=[N:18][C:11]=23)[CH:7]=[CH:6][C:3]=1[CH2:4][NH2:5].[C:32]([C:36]1[O:40][N:39]=[C:38]([C:41](O)=[O:42])[N:37]=1)([CH3:35])([CH3:34])[CH3:33].C(P1(=O)OP(=O)(CCC)OP(=O)(CCC)O1)CC.CCN(C(C)C)C(C)C.C(#N)C. (4) Given the product [CH3:14][C:10]1([CH2:9][O:8][CH2:7][CH2:6][CH2:5][CH2:4][CH2:3][CH2:2][O:15][C:16]2[CH:17]=[CH:18][C:19]([C:20]([O:22][CH2:23][CH3:24])=[O:21])=[CH:25][CH:26]=2)[CH2:13][O:12][CH2:11]1, predict the reactants needed to synthesize it. The reactants are: Br[CH2:2][CH2:3][CH2:4][CH2:5][CH2:6][CH2:7][O:8][CH2:9][C:10]1([CH3:14])[CH2:13][O:12][CH2:11]1.[OH:15][C:16]1[CH:26]=[CH:25][C:19]([C:20]([O:22][CH2:23][CH3:24])=[O:21])=[CH:18][CH:17]=1.C(=O)([O-])[O-].[K+].[K+].CN(C)C=O. (5) Given the product [F:1][C:2]([F:20])([F:19])[C:3]1[CH:18]=[CH:17][C:6]([CH2:7][O:8][C:9]2[CH:14]=[CH:13][CH:12]=[CH:11][C:10]=2[CH2:15][S:35][C:32]2[CH:33]=[CH:34][C:26]([O:25][CH2:24][C:23]([OH:36])=[O:22])=[C:27]3[C:31]=2[CH2:30][CH2:29][CH2:28]3)=[CH:5][CH:4]=1, predict the reactants needed to synthesize it. The reactants are: [F:1][C:2]([F:20])([F:19])[C:3]1[CH:18]=[CH:17][C:6]([CH2:7][O:8][C:9]2[CH:14]=[CH:13][CH:12]=[CH:11][C:10]=2[CH2:15]Cl)=[CH:5][CH:4]=1.C[O:22][C:23](=[O:36])[CH2:24][O:25][C:26]1[CH:34]=[CH:33][C:32]([SH:35])=[C:31]2[C:27]=1[CH2:28][CH2:29][CH2:30]2.